This data is from Full USPTO retrosynthesis dataset with 1.9M reactions from patents (1976-2016). The task is: Predict the reactants needed to synthesize the given product. (1) Given the product [Br:1][C:2]1[CH:10]=[C:9]2[C:5]([CH2:6][C:7]3([CH2:30][CH2:29][CH:28]([O:31][CH3:32])[CH2:27][CH2:26]3)[C:8]2([NH:16][S:17]([CH2:20][CH2:21][Si:22]([CH3:25])([CH3:24])[CH3:23])(=[O:18])=[O:19])[C:11]([O:13][CH2:14][CH3:15])=[O:33])=[CH:4][CH:3]=1, predict the reactants needed to synthesize it. The reactants are: [Br:1][C:2]1[CH:10]=[C:9]2[C:5]([CH2:6][C:7]3([CH2:30][CH2:29][CH:28]([O:31][CH3:32])[CH2:27][CH2:26]3)[C:8]2([NH:16][S:17]([CH2:20][CH2:21][Si:22]([CH3:25])([CH3:24])[CH3:23])(=[O:19])=[O:18])[C:11]([O:13][CH2:14][CH3:15])=C)=[CH:4][CH:3]=1.[OH2:33]. (2) Given the product [Cl:1][C:2]1[CH:3]=[N:4][CH:5]=[C:6]([Cl:26])[C:7]=1[NH:8][C:9]1[NH:10][C:11]2[C:17]3[CH2:18][C:19]([CH3:22])([CH3:21])[O:20][C:16]=3[C:15]([C:23]([NH:32][CH2:36][CH2:35][CH2:40][CH2:39][CH2:38][CH3:37])=[O:25])=[CH:14][C:12]=2[N:13]=1, predict the reactants needed to synthesize it. The reactants are: [Cl:1][C:2]1[CH:3]=[N:4][CH:5]=[C:6]([Cl:26])[C:7]=1[NH:8][C:9]1[NH:10][C:11]2[C:17]3[CH2:18][C:19]([CH3:22])([CH3:21])[O:20][C:16]=3[C:15]([C:23]([OH:25])=O)=[CH:14][C:12]=2[N:13]=1.F[B-](F)(F)F.[N:32]1(OC(N(C)C)=[N+](C)C)[C:36]2[CH:37]=[CH:38][CH:39]=[CH:40][C:35]=2N=N1.CN1CCOCC1.C(N)CCCCC.